From a dataset of Full USPTO retrosynthesis dataset with 1.9M reactions from patents (1976-2016). Predict the reactants needed to synthesize the given product. (1) The reactants are: [Si:1]([O:18][CH2:19][C@@H:20]([NH:27][S:28]([CH3:31])(=[O:30])=[O:29])[CH2:21]CS([O-])(=O)=O)([C:14]([CH3:17])([CH3:16])[CH3:15])([C:8]1[CH:13]=[CH:12][CH:11]=[CH:10][CH:9]=1)[C:2]1[CH:7]=[CH:6][CH:5]=[CH:4][CH:3]=1.[Cl-:32].[Li+]. Given the product [Si:1]([O:18][CH2:19][C@H:20]([NH:27][S:28]([CH3:31])(=[O:30])=[O:29])[CH2:21][Cl:32])([C:14]([CH3:17])([CH3:16])[CH3:15])([C:8]1[CH:13]=[CH:12][CH:11]=[CH:10][CH:9]=1)[C:2]1[CH:7]=[CH:6][CH:5]=[CH:4][CH:3]=1, predict the reactants needed to synthesize it. (2) Given the product [F:1][C:2]1[C:7]([F:8])=[CH:6][CH:5]=[CH:4][C:3]=1[C:9]1[N:23]=[C:12]2[CH:13]=[N:14][N:15]([CH2:17][C:18]3[O:22][N:21]=[C:20]([C:34]4[CH:35]=[CH:36][C:28]([O:27][CH2:24][CH2:25][CH3:26])=[C:29]([CH:33]=4)[C:30]([NH:70][CH2:71][CH2:72][N:73]4[CH2:78][CH2:77][O:76][CH2:75][CH2:74]4)=[O:32])[CH:19]=3)[CH:16]=[C:11]2[N:10]=1, predict the reactants needed to synthesize it. The reactants are: [F:1][C:2]1[C:7]([F:8])=[CH:6][CH:5]=[CH:4][C:3]=1[C:9]1[N:23]=[C:12]2[CH:13]=[N:14][N:15]([CH2:17][C:18]3[O:22][N:21]=[CH:20][CH:19]=3)[CH:16]=[C:11]2[N:10]=1.[CH2:24]([O:27][C:28]1[CH:36]=[CH:35][CH:34]=[CH:33][C:29]=1[C:30]([OH:32])=O)[CH2:25][CH3:26].CN(C(ON1N=NC2C=CC=NC1=2)=[N+](C)C)C.F[P-](F)(F)(F)(F)F.C(N(C(C)C)CC)(C)C.[NH2:70][CH2:71][CH2:72][N:73]1[CH2:78][CH2:77][O:76][CH2:75][CH2:74]1. (3) Given the product [Cl:1][C:2]1[CH:3]=[CH:4][C:5]([C:33]#[N:34])=[C:6]([C:8]2[CH:13]=[CH:12][N:11]([CH:14]([CH3:31])[C:15]([NH:17][C:18]3[CH:30]=[CH:29][C:21]([C:22]([OH:24])=[O:23])=[CH:20][CH:19]=3)=[O:16])[C:10](=[O:32])[CH:9]=2)[CH:7]=1, predict the reactants needed to synthesize it. The reactants are: [Cl:1][C:2]1[CH:3]=[CH:4][C:5]([C:33]#[N:34])=[C:6]([C:8]2[CH:13]=[CH:12][N:11]([CH:14]([CH3:31])[C:15]([NH:17][C:18]3[CH:30]=[CH:29][C:21]([C:22]([O:24]C(C)(C)C)=[O:23])=[CH:20][CH:19]=3)=[O:16])[C:10](=[O:32])[CH:9]=2)[CH:7]=1.C(O)(C(F)(F)F)=O.